From a dataset of B-cell epitopes from IEDB database with 3,159 antigens for binding position prediction. Token-level Classification. Given an antigen amino acid sequence, predict which amino acid positions are active epitope sites capable of antibody binding. Output is a list of indices for active positions. (1) Given the antigen sequence: MSKKPGGPGKSRAVNMLKRGMPRVLSLIGLKRAMLSLIDGKGPIRFVLALLAFFRFTAIAPTRAVLDRWRGVNKQTAMKHLLSFKKELGTLTSAINRRSSKQKKRGGKTGIAVMIGLIASVGAVTLSNFQGKVMMTVNATDVTDVITIPTAAGKNLCIVRAMDVGYMCDDTITYECPVLSAGNDPEDIDCWCTKSAVYVRYGRCTKTRHSRRSRRSLTVQTHGESTLANKKGAWMDSTKATRYLVKTESWILRNPGYALVAAVIGWMLGSNTMQRVVFVVLLLLVAPAYSFNCLGMSNRDFLEGVSGATWVDLVLEGDSCVTIMSKDKPTIDVKMMNMEAANLAEVRSYCYLATVSDLSTKAACPTMGEAHNDKRADPAFVCRQGVVDRGWGNGCGLFGKGSIDTCAKFACSTKAIGRTILKENIKYEVAIFVHGPTTVESHGNYSTQAGATQAGRFSITPAAPSYTLKLGEYGEVTVDCEPRSGIDTNAYYVMTVGTKT..., which amino acid positions are active epitope sites? The epitope positions are: [924, 925, 926, 927, 928, 929, 930, 931, 932, 933]. The amino acids at these positions are: VVDGPETKEC. (2) Given the antigen sequence: MTNLQDQTQQIVPFIRSLLMPTTGPASIPDDTLEKHTLRSETSTYNLTVGDTGSGLIVFFPGFPGSIVGAHYTLQGNGNYKFDQMLLTAQNLPASYNYCRLVSRSLTVRSSTLPGGVYALNGTINAVTFQGSLSELTDVSYNGLMSATANINDKIGNVLVGEGVTVLSLPTSYDLGYVRLGDPIPAIGLDPKMVATCDSSDRPRVYTITAADDYQFSSQYQPGGVTITLFSANIDAITSLSVGGELVFQTSVHGLVLGATIYLIGFDGTTVITRAVAANNGLTTGTDNLMPFNLVIPTNEITQPITSIKLEIVTSKSGGQAGDQMSWSARGSLAVTIHGGNYPGALRPVTLVAYERVATGSVVTVAGVSNFELIPNPELAKNLVTEYGRFDPGAMNYTKLILSERDRLGIKTVWPTREYTDFREYFMEVADLNSPLKIAGAFGFKDIIRAIRRIAVPVVSTLFPPAAPLAHAIGEGVDYLLGDEAQAASGTARAASGKAR..., which amino acid positions are active epitope sites? The epitope positions are: [529, 530, 531, 532, 533, 534, 535]. The amino acids at these positions are: PVVDGIL. (3) Given the antigen sequence: MASAMESDSGGGSGGADAQPPLAEVDGGLARVTRQLLLSGDDPAARLRALMPLELGIFGLGDLAQPVLVRDFLNTLTLMSGHAYPAAVLRHHAYYLLRAASFSRRSFGLGHLEAALDVLASSLPPTTASPATDDPLDGSRLIAETRALAATYRRIIEEGSGEVLAVSGPTATFAFVEELVADTYLARWDAFPREGLSFYAFNAAKTTLGRWLVTVYAETNRYPWAAAGQGQPTAADIKAMAVELVEHSGGGAGGGEGEESGGGGLFHRPESLSSVVASLPLARRRAVEILGVYAEASGGQTPPVAAVPVLAFDAARLRLLEPSGALFYDYVYEALLWDQTYGVPDSVIEAFLAGMAAEMEALAARVQEAAGSRASFSPAAIEQVATVLLSAGLNETVAGDYAMMLASVPRVSRSRWRWLEATAALLESLSGFALHFFRLLPTASPTSRFARVARAAYLRAEAEAVDRRARRTSGPSTPAAAPAATAVGVGAAADPWDAVT..., which amino acid positions are active epitope sites? The epitope positions are: [496, 497, 498, 499, 500, 501, 502, 503, 504, 505, 506, 507, 508, 509, 510, 511, 512, 513, 514, 515]. The amino acids at these positions are: DAVTPLRIFIVPPPAAEYEQ. (4) Given the antigen sequence: MREIVHIQAGQCGNQIGAKFWEVISDEHGIDPTGSYHGDSDLQLERINVYYNEAAGNKYVPRAILVDLEPGTMDSVRSGPFGQIFRPDNFVFGQSGAGNNWAKGHYTEGAELVDSVLDVVRKESESCDCLQGFQLTHSLGGGTGSGMGTLLISKIREEYPDRIMNTFSVMPSPKVSDTVVEPYNATLSVHQLVENTDETYSIDNEALYDICFRTLKLTTPTYGDLNHLVSATMSGVTTCLRFPGQLNADLRKLAVNMVPFPRLHFFMPGFAPLTSRGSQQYRALTVPELTQQMFDSKNMMAACDPRHGRYLTVAAIFRGRMSMKEVDEQMLNVQNKNSSYFVEWIPNNVKTAVCDIPPRGLKMSATFIGNSTAIQELFKRISEQFTAMFRRKAFLHWYTGEGMDEMEFTEAESNMNDLVSEYQQYQDATADEQGEFEEEEGEDEA, which amino acid positions are active epitope sites? The epitope positions are: [421, 422, 423, 424, 425, 426, 427, 428, 429, 430, 431, 432, 433]. The amino acids at these positions are: YQQYQDATADEQG. (5) Given the antigen sequence: MGGWSSKPRKGMGTNLSVPNPLGFFPDHQLDPAFKANSENPDWDLNPHKDNWPDANKVGVGAFGPGFIPPHGGLLGWSPQAQGILTTVPAAPPPASTNRQSGRQPTPLSPPLRDTHPQAMQWNSTTFHQTLQDPRVRALYFPAGGSSSGTVSPAQNTVSAISSILSKTGDPVPNMENIASGLLGPLLVLQAGFFLLTKILTIPQSLDSWWTSLNFLGGTPVCLGQNSQSQISSHSPTCCPPICPGYRWMCLRRFIIFLCILLLCLIFLLVLLDYQGMLPVCPLIPGSSTTSTGPCKTCTTSAQGTSMFPSCCCTKPTDGNCTCIPIPSSWAFAKYLWEWASVRFSWLSLLVPFVQWFVGLSPTVWLSVIWMMWYWGPSLYNILSPFMPLLPIFFCLWVYI, which amino acid positions are active epitope sites? The epitope positions are: [151, 152, 153, 154, 155, 156, 157, 158, 159, 160, 161, 162, 163, 164, 165, 166, 167, 168, 169, 170]. The amino acids at these positions are: SPAQNTVSAISSILSKTGDP. (6) The epitope positions are: [82, 83, 84, 85, 86, 87, 88, 89, 90, 91, 92, 93, 94]. The amino acids at these positions are: RYLTDMTLEEMSR. Given the antigen sequence: MDSNTVSSFQVDCFLWHVRKRFADQELGDAPFLDRLRRDQKSLRGRGNTLGLDIETATRAGKQIVERILEEESDEALKMPASRYLTDMTLEEMSRDWFMLMPKQKVAGSLCIKMDQAIMDKTIILKANFSVIFDRLETLILLRAFTEEGAIVGEISPLPSLPGHTGEDVKNAIGVLIGGLEWNDNTVRVSETIQRFAWRSSDEDGRLPLPPNQKRKMARTIESEV, which amino acid positions are active epitope sites? (7) Given the antigen sequence: MRKLSSLISVLVLLMFLGNCAATVDVEYPVFPKDKEGRALQKFLGTIRNVGLAVEAPEKSLWEAIFGEGSSFIDQMPSKVFEAFDKESYYKLTDLSKRADAINEASLSLTGITKNRAKIGNLIGAEAILYIGYQKPYTECSTENKIDAVAAGLKVAGFAASMATGKDVNTGNEPVSKPTGVRMMLIPLDATLIKVETGEVKKAVVSSPAKIFNSVGNLECPSILDSFGQGLDEAAAYIKGRLSPIVKTERIKVFVKDEDEEVKELLQEGYEEIVGETPSFKKAKEAWEKADKKAKGQSWGAKANLATYYFSTGDFEKSIKLYEEAMKLKDADKSYLRELRKRVEATFAVDESNAK, which amino acid positions are active epitope sites? The epitope positions are: [180, 181, 182, 183, 184, 185, 186, 187, 188, 189, 190, 191, 192, 193, 194]. The amino acids at these positions are: VRMMLIPLDATLIKV.